Dataset: Forward reaction prediction with 1.9M reactions from USPTO patents (1976-2016). Task: Predict the product of the given reaction. Given the reactants [NH2:1][C:2]1[CH:7]=[CH:6][C:5]([C:8]2[C:9]([CH3:15])=[CH:10][C:11](=[O:14])[NH:12][N:13]=2)=[CH:4][CH:3]=1.[N:16]([O-])=O.[Na+].[C:20](#[N:24])[CH2:21][C:22]#[N:23], predict the reaction product. The product is: [CH3:15][C@H:9]1[C:8]([C:5]2[CH:6]=[CH:7][C:2]([NH:1][N:16]=[C:21]([C:20]#[N:24])[C:22]#[N:23])=[CH:3][CH:4]=2)=[N:13][NH:12][C:11](=[O:14])[CH2:10]1.